Dataset: Reaction yield outcomes from USPTO patents with 853,638 reactions. Task: Predict the reaction yield, written as a fraction of the theoretical maximum amount of product (1.0 means a 100% yield; for example, 0.34 means a 34% yield). (1) The reactants are CC(C)([O-])C.[Na+].[C:7]([O:14][CH2:15][CH3:16])(=[O:13])[C:8]([O:10]CC)=O.[CH3:17][O:18][CH2:19][O:20][C:21]1[CH:26]=[C:25]([O:27][CH2:28][O:29][CH3:30])[CH:24]=[C:23]([O:31][C:32]2[CH:37]=[CH:36][C:35]([N+:38]([O-:40])=[O:39])=[CH:34][CH:33]=2)[C:22]=1[C:41](=[O:43])[CH3:42]. The catalyst is C1COCC1.C(O)(=O)CC(CC(O)=O)(C(O)=O)O. The product is [CH3:17][O:18][CH2:19][O:20][C:21]1[CH:26]=[C:25]([O:27][CH2:28][O:29][CH3:30])[CH:24]=[C:23]([O:31][C:32]2[CH:37]=[CH:36][C:35]([N+:38]([O-:40])=[O:39])=[CH:34][CH:33]=2)[C:22]=1[C:41](=[O:43])[CH2:42][C:8](=[O:10])[C:7]([O:14][CH2:15][CH3:16])=[O:13]. The yield is 0.810. (2) The reactants are Br[C:2]1[C:3]([C:14]#[N:15])=[CH:4][C:5]2[N:6]([CH:8]=[C:9]([CH:11]([CH3:13])[CH3:12])[N:10]=2)[CH:7]=1.[CH3:16]B(O)O.C(=O)([O-])[O-].[Na+].[Na+].O. The catalyst is O1CCOCC1.O.C1C=CC(P(C2C=CC=CC=2)[C-]2C=CC=C2)=CC=1.C1C=CC(P(C2C=CC=CC=2)[C-]2C=CC=C2)=CC=1.Cl[Pd]Cl.[Fe+2]. The product is [CH:11]([C:9]1[N:10]=[C:5]2[CH:4]=[C:3]([C:14]#[N:15])[C:2]([CH3:16])=[CH:7][N:6]2[CH:8]=1)([CH3:13])[CH3:12]. The yield is 0.380. (3) The reactants are [F:1][C:2]([F:26])([F:25])[C:3]1[CH:20]=[C:19]([C:21]([F:24])([F:23])[F:22])[CH:18]=[CH:17][C:4]=1[CH2:5][O:6][C:7]1[CH:14]=[CH:13][C:10]([CH:11]=O)=[CH:9][C:8]=1[O:15][CH3:16].[CH2:27]([N:34]1[C:38](=[NH:39])[CH2:37][NH:36][C:35]1=[O:40])[C:28]1[CH:33]=[CH:32][CH:31]=[CH:30][CH:29]=1.N1CCCCC1. The catalyst is C(O)C. The product is [CH2:27]([N:34]1[C:38](=[NH:39])/[C:37](=[CH:11]/[C:10]2[CH:13]=[CH:14][C:7]([O:6][CH2:5][C:4]3[CH:17]=[CH:18][C:19]([C:21]([F:22])([F:23])[F:24])=[CH:20][C:3]=3[C:2]([F:1])([F:25])[F:26])=[C:8]([O:15][CH3:16])[CH:9]=2)/[NH:36][C:35]1=[O:40])[C:28]1[CH:29]=[CH:30][CH:31]=[CH:32][CH:33]=1. The yield is 0.640. (4) The reactants are Br[C:2]1[C:7](=[O:8])[N:6]([CH2:9][C:10]2[CH:15]=[CH:14][C:13]([C:16]3[C:17]([C:22]#[N:23])=[CH:18][CH:19]=[CH:20][CH:21]=3)=[CH:12][CH:11]=2)[C:5]([CH2:24][CH2:25][CH3:26])=[N:4][C:3]=1[CH2:27][CH3:28].[F:29][C:30]([F:42])([F:41])[O:31][C:32]1[CH:37]=[CH:36][C:35](B(O)O)=[CH:34][CH:33]=1.C(=O)([O-])[O-].[Cs+].[Cs+]. The catalyst is O1CCOCC1.C(OCC)(=O)C.C1C=CC(P(C2C=CC=CC=2)[C-]2C=CC=C2)=CC=1.C1C=CC(P(C2C=CC=CC=2)[C-]2C=CC=C2)=CC=1.Cl[Pd]Cl.[Fe+2]. The product is [CH2:27]([C:3]1[N:4]=[C:5]([CH2:24][CH2:25][CH3:26])[N:6]([CH2:9][C:10]2[CH:11]=[CH:12][C:13]([C:16]3[C:17]([C:22]#[N:23])=[CH:18][CH:19]=[CH:20][CH:21]=3)=[CH:14][CH:15]=2)[C:7](=[O:8])[C:2]=1[C:35]1[CH:34]=[CH:33][C:32]([O:31][C:30]([F:29])([F:41])[F:42])=[CH:37][CH:36]=1)[CH3:28]. The yield is 0.950. (5) The reactants are [CH3:1]C1C=CC(C)=CC=1OCCC#N.[CH3:14][C:15]1[CH:16]=[C:17]([CH:24]=[CH:25][C:26]=1C)[O:18][CH2:19][CH2:20][C:21]([OH:23])=[O:22]. No catalyst specified. The product is [CH3:1][C:24]1[CH:25]=[CH:26][C:15]([CH3:14])=[CH:16][C:17]=1[O:18][CH2:19][CH2:20][C:21]([OH:23])=[O:22]. The yield is 0.523. (6) The reactants are C(Cl)(=O)C(Cl)=O.[F:7][C:8]1([F:15])[CH2:11][CH:10]([C:12](O)=[O:13])[CH2:9]1.[NH:16]([CH3:18])[CH3:17]. The catalyst is C(Cl)Cl.CN(C=O)C.C1COCC1. The product is [F:7][C:8]1([F:15])[CH2:11][CH:10]([C:12]([N:16]([CH3:18])[CH3:17])=[O:13])[CH2:9]1. The yield is 0.770. (7) The yield is 0.410. The product is [CH3:20][NH:21][C:22]([C:24]1[C:25]2[CH:33]=[CH:32][C:31]([O:34][C:2]3[CH:7]=[CH:6][N:5]=[C:4]4[CH:8]=[C:9]([CH2:11][O:12][CH2:13][CH2:14][N:15]5[CH2:19][CH2:18][CH2:17][CH2:16]5)[S:10][C:3]=34)=[CH:30][C:26]=2[S:27][C:28]=1[CH3:29])=[O:23]. No catalyst specified. The reactants are Cl[C:2]1[CH:7]=[CH:6][N:5]=[C:4]2[CH:8]=[C:9]([CH2:11][O:12][CH2:13][CH2:14][N:15]3[CH2:19][CH2:18][CH2:17][CH2:16]3)[S:10][C:3]=12.[CH3:20][NH:21][C:22]([C:24]1[C:25]2[CH:33]=[CH:32][C:31]([OH:34])=[CH:30][C:26]=2[S:27][C:28]=1[CH3:29])=[O:23].C(=O)([O-])[O-].[Cs+].[Cs+].